Dataset: Reaction yield outcomes from USPTO patents with 853,638 reactions. Task: Predict the reaction yield, written as a fraction of the theoretical maximum amount of product (1.0 means a 100% yield; for example, 0.34 means a 34% yield). (1) The reactants are [CH:1]1([CH:6]([N:10]2[CH:14]=[C:13]([C:15]3[C:16]4[CH:23]=[CH:22][N:21](COCC[Si](C)(C)C)[C:17]=4[N:18]=[CH:19][N:20]=3)[CH:12]=[N:11]2)[CH2:7][CH:8]=[CH2:9])[CH2:5][CH2:4][CH2:3][CH2:2]1.[C:32]([OH:38])([C:34]([F:37])([F:36])[F:35])=[O:33]. The catalyst is C(Cl)Cl. The product is [F:35][C:34]([F:37])([F:36])[C:32]([OH:38])=[O:33].[CH:1]1([CH:6]([N:10]2[CH:14]=[C:13]([C:15]3[C:16]4[CH:23]=[CH:22][NH:21][C:17]=4[N:18]=[CH:19][N:20]=3)[CH:12]=[N:11]2)[CH2:7][CH:8]=[CH2:9])[CH2:5][CH2:4][CH2:3][CH2:2]1. The yield is 0.800. (2) The reactants are O1CCOCC1.[OH:7][CH2:8][CH2:9][CH2:10][CH2:11][CH2:12][CH2:13][O:14][C:15]1[CH:20]=[CH:19][C:18]([C:21]2[CH:26]=[CH:25][C:24]([C:27]([OH:29])=[O:28])=[CH:23][CH:22]=2)=[CH:17][CH:16]=1.C(N(CC)CC)C.[C:37](Cl)(=[O:41])[C:38]([CH3:40])=[CH2:39]. The catalyst is C(OCC)(=O)C.O. The product is [C:37]([O:7][CH2:8][CH2:9][CH2:10][CH2:11][CH2:12][CH2:13][O:14][C:15]1[CH:20]=[CH:19][C:18]([C:21]2[CH:22]=[CH:23][C:24]([C:27]([OH:29])=[O:28])=[CH:25][CH:26]=2)=[CH:17][CH:16]=1)(=[O:41])[C:38]([CH3:40])=[CH2:39]. The yield is 0.500.